Dataset: Forward reaction prediction with 1.9M reactions from USPTO patents (1976-2016). Task: Predict the product of the given reaction. Given the reactants Br[CH2:2][CH2:3][CH2:4][CH2:5][N:6]1[CH2:11][C:10]2[CH:12]=[C:13]([F:16])[CH:14]=[CH:15][C:9]=2[N:8]([C:17]2[CH:22]=[CH:21][CH:20]=[CH:19][C:18]=2[F:23])[S:7]1(=[O:25])=[O:24].[CH3:26][NH2:27].Cl, predict the reaction product. The product is: [F:16][C:13]1[CH:14]=[CH:15][C:9]2[N:8]([C:17]3[CH:22]=[CH:21][CH:20]=[CH:19][C:18]=3[F:23])[S:7](=[O:25])(=[O:24])[N:6]([CH2:5][CH2:4][CH2:3][CH2:2][NH:27][CH3:26])[CH2:11][C:10]=2[CH:12]=1.